This data is from Forward reaction prediction with 1.9M reactions from USPTO patents (1976-2016). The task is: Predict the product of the given reaction. (1) Given the reactants Cl[C:2]1[C:3](=[O:11])[N:4]([CH3:10])[N:5]=[CH:6][C:7]=1OC.O.[NH2:13]N, predict the reaction product. The product is: [NH2:13][C:2]1[C:3](=[O:11])[N:4]([CH3:10])[N:5]=[CH:6][CH:7]=1. (2) Given the reactants [CH3:1][N:2]([CH:10]1[CH2:15][CH2:14][N:13]([C:16]2[CH:21]=[CH:20][N:19]=[CH:18][N:17]=2)[CH2:12][CH2:11]1)C(=O)OC(C)(C)C.C([Cl:25])(=O)C, predict the reaction product. The product is: [ClH:25].[ClH:25].[CH3:1][NH:2][CH:10]1[CH2:15][CH2:14][N:13]([C:16]2[CH:21]=[CH:20][N:19]=[CH:18][N:17]=2)[CH2:12][CH2:11]1. (3) Given the reactants [C:1]([O:11][CH2:12][CH3:13])(=[O:10])[CH2:2][C:3](O[Si](C)(C)C)=O.[Li]CCCC.Cl[C:20]1[C:25]([C:26]#[N:27])=C[N:23]=[C:22]([S:28][CH3:29])[N:21]=1, predict the reaction product. The product is: [C:26]([C:25]1[C:3]([CH2:2][C:1]([O:11][CH2:12][CH3:13])=[O:10])=[N:23][C:22]([S:28][CH3:29])=[N:21][CH:20]=1)#[N:27]. (4) Given the reactants [Cl:1][C:2]1[N:7]=[C:6](Cl)[CH:5]=[CH:4][N:3]=1.[OH:9][C:10]1[C:36]([CH3:37])=[CH:35][C:34]([F:38])=[CH:33][C:11]=1[CH2:12][NH:13][C:14]([NH:16][C:17]1[N:21]([C:22]2[CH:27]=[CH:26][C:25]([CH3:28])=[CH:24][CH:23]=2)[N:20]=[C:19]([C:29]([CH3:32])([CH3:31])[CH3:30])[CH:18]=1)=[O:15].[OH-].[Na+].C(O)(=O)CC(CC(O)=O)(C(O)=O)O, predict the reaction product. The product is: [Cl:1][C:2]1[N:7]=[C:6]([O:9][C:10]2[C:36]([CH3:37])=[CH:35][C:34]([F:38])=[CH:33][C:11]=2[CH2:12][NH:13][C:14]([NH:16][C:17]2[N:21]([C:22]3[CH:23]=[CH:24][C:25]([CH3:28])=[CH:26][CH:27]=3)[N:20]=[C:19]([C:29]([CH3:31])([CH3:32])[CH3:30])[CH:18]=2)=[O:15])[CH:5]=[CH:4][N:3]=1. (5) Given the reactants [Cl:1][CH2:2][CH2:3][C@@H:4]([C:6]1[CH:11]=[CH:10][CH:9]=[CH:8][CH:7]=1)[OH:5].[C:12]([O:16][C:17]([O:19][C:20]1[CH:25]=[CH:24][C:23](O)=[C:22]([CH3:27])[CH:21]=1)=[O:18])([CH3:15])([CH3:14])[CH3:13].C1(P(C2C=CC=CC=2)C2C=CC=CC=2)C=CC=CC=1, predict the reaction product. The product is: [Cl:1][CH2:2][CH2:3][C@H:4]([C:6]1[CH:11]=[CH:10][CH:9]=[CH:8][CH:7]=1)[O:5][C:23]1[CH:24]=[CH:25][C:20]([O:19][C:17]([O:16][C:12]([CH3:14])([CH3:13])[CH3:15])=[O:18])=[CH:21][C:22]=1[CH3:27]. (6) Given the reactants [NH:1](C(OC(C)(C)C)=O)[CH2:2][C:3]([NH:5][C@H:6]([C:24]([N:26]1[CH2:65][CH2:64][CH2:63][C@H:27]1[C:28]([NH:30][C@H:31]([C:33]([NH:35][C@H:36]([C:53]([O:55]CC1C=CC=CC=1)=[O:54])[CH2:37][CH2:38][CH2:39][CH2:40][NH:41]C(OCC1C=CC=CC=1Cl)=O)=[O:34])[CH3:32])=[O:29])=[O:25])[CH2:7][CH2:8][CH2:9][NH:10][C:11](=[NH:23])[NH:12]S(C1C=CC(C)=CC=1)(=O)=O)=[O:4].C1(OC)C=CC=CC=1, predict the reaction product. The product is: [NH2:1][CH2:2][C:3]([NH:5][C@H:6]([C:24]([N:26]1[CH2:65][CH2:64][CH2:63][C@H:27]1[C:28]([NH:30][C@H:31]([C:33]([NH:35][C@H:36]([C:53]([OH:55])=[O:54])[CH2:37][CH2:38][CH2:39][CH2:40][NH2:41])=[O:34])[CH3:32])=[O:29])=[O:25])[CH2:7][CH2:8][CH2:9][NH:10][C:11](=[NH:12])[NH2:23])=[O:4]. (7) Given the reactants C(OC([N:8]1[CH2:13][CH2:12][C@@H:11]([OH:14])[C@H:10]([N:15]2[CH2:19][CH2:18][CH2:17][CH2:16]2)[CH2:9]1)=O)(C)(C)C.[ClH:20], predict the reaction product. The product is: [ClH:20].[N:15]1([C@H:10]2[C@H:11]([OH:14])[CH2:12][CH2:13][NH:8][CH2:9]2)[CH2:16][CH2:17][CH2:18][CH2:19]1. (8) Given the reactants [CH:1]1([N:6]2[C:10]3[N:11]=[C:12]([NH:15][C:16]4[CH:24]=[CH:23][C:19]([C:20]([OH:22])=O)=[CH:18][N:17]=4)[N:13]=[CH:14][C:9]=3[CH:8]=[C:7]2[C:25](=[O:29])[N:26]([CH3:28])[CH3:27])[CH2:5][CH2:4][CH2:3][CH2:2]1.[Li+].[Cl-].[CH:32]12[CH2:46][CH:36]([N:37]([C:39]([O:41][C:42]([CH3:45])([CH3:44])[CH3:43])=[O:40])[CH2:38]1)[CH2:35][NH:34][CH2:33]2, predict the reaction product. The product is: [C:42]([O:41][C:39]([N:37]1[CH2:38][CH:32]2[CH2:46][CH:36]1[CH2:35][N:34]([C:20]([C:19]1[CH:18]=[N:17][C:16]([NH:15][C:12]3[N:13]=[CH:14][C:9]4[CH:8]=[C:7]([C:25](=[O:29])[N:26]([CH3:27])[CH3:28])[N:6]([CH:1]5[CH2:5][CH2:4][CH2:3][CH2:2]5)[C:10]=4[N:11]=3)=[CH:24][CH:23]=1)=[O:22])[CH2:33]2)=[O:40])([CH3:45])([CH3:43])[CH3:44]. (9) Given the reactants [Br:1][C:2]1[CH:6]=[C:5]([C:7]2[O:12][C:11](=[O:13])[C:10]3[CH:14]=[C:15]([Cl:19])[CH:16]=[C:17]([CH3:18])[C:9]=3[N:8]=2)[N:4]([C:20]2[C:25]([Cl:26])=[CH:24][CH:23]=[CH:22][N:21]=2)[N:3]=1.[CH3:27][NH2:28], predict the reaction product. The product is: [Br:1][C:2]1[CH:6]=[C:5]([C:7]([NH:8][C:9]2[C:10]([C:11]([NH:28][CH3:27])=[O:13])=[CH:14][C:15]([Cl:19])=[CH:16][C:17]=2[CH3:18])=[O:12])[N:4]([C:20]2[C:25]([Cl:26])=[CH:24][CH:23]=[CH:22][N:21]=2)[N:3]=1. (10) Given the reactants Br[C:2]1[CH:3]=[CH:4][C:5]([N:10]2[CH:14]=[C:13]([CH3:15])[N:12]=[CH:11]2)=[C:6]([CH:9]=1)[C:7]#[N:8].[CH2:16]([N:23]1[CH:27]=[C:26]([NH2:28])[CH:25]=[N:24]1)[C:17]1[CH:22]=[CH:21][CH:20]=[CH:19][CH:18]=1, predict the reaction product. The product is: [CH2:16]([N:23]1[CH:27]=[C:26]([NH:28][C:2]2[CH:3]=[CH:4][C:5]([N:10]3[CH:14]=[C:13]([CH3:15])[N:12]=[CH:11]3)=[C:6]([CH:9]=2)[C:7]#[N:8])[CH:25]=[N:24]1)[C:17]1[CH:18]=[CH:19][CH:20]=[CH:21][CH:22]=1.